Dataset: Catalyst prediction with 721,799 reactions and 888 catalyst types from USPTO. Task: Predict which catalyst facilitates the given reaction. (1) Reactant: [CH:1]1([C:4]([C:6]2[C:7](F)=[N:8][CH:9]=[CH:10][CH:11]=2)=O)[CH2:3][CH2:2]1.Cl.Cl.[NH:15]([C@H:17]1[CH2:20][C@H:19]([NH:21][C:22]2[S:23][C:24]3[CH:30]=[CH:29][CH:28]=[CH:27][C:25]=3[N:26]=2)[CH2:18]1)[NH2:16].C([O-])(=O)C.[K+].O1CCOCC1. Product: [CH:1]1([C:4]2[C:6]3[C:7](=[N:8][CH:9]=[CH:10][CH:11]=3)[N:15]([C@H:17]3[CH2:18][C@H:19]([NH:21][C:22]4[S:23][C:24]5[CH:30]=[CH:29][CH:28]=[CH:27][C:25]=5[N:26]=4)[CH2:20]3)[N:16]=2)[CH2:3][CH2:2]1. The catalyst class is: 234. (2) Reactant: [H-].[H-].[H-].[H-].[Li+].[Al+3].[CH3:7][N:8]([CH3:19])[C:9]1[CH:18]=[CH:17][C:12]([CH:13]=[CH:14][CH:15]=[O:16])=[CH:11][CH:10]=1.Cl.C([O-])(O)=O.[Na+]. Product: [CH3:19][N:8]([CH3:7])[C:9]1[CH:18]=[CH:17][C:12]([CH2:13][CH2:14][CH2:15][OH:16])=[CH:11][CH:10]=1. The catalyst class is: 1. (3) Reactant: [OH:1][C@@H:2]1[CH2:7][CH2:6][CH2:5][CH2:4][C@H:3]1[NH:8][C:9]([C:19]1[CH:24]=[CH:23][CH:22]=[CH:21][CH:20]=1)=[C:10]([N+:16]([O-])=O)[C:11]([O:13][CH2:14][CH3:15])=[O:12].[C:25](OC)(OC)(OC)[CH3:26]. Product: [OH:1][C@@H:2]1[CH2:7][CH2:6][CH2:5][CH2:4][C@H:3]1[N:8]1[C:9]([C:19]2[CH:24]=[CH:23][CH:22]=[CH:21][CH:20]=2)=[C:10]([C:11]([O:13][CH2:14][CH3:15])=[O:12])[N:16]=[C:25]1[CH3:26]. The catalyst class is: 719.